Dataset: Forward reaction prediction with 1.9M reactions from USPTO patents (1976-2016). Task: Predict the product of the given reaction. Given the reactants [CH3:1][C:2](=[N:4][OH:5])[CH3:3].[N:6]1[C:13](Cl)=[N:12][C:10](Cl)=[N:9][C:7]=1Cl, predict the reaction product. The product is: [C:2](=[N:4][O:5][C:7]1[N:9]=[C:10]([O:5][N:4]=[C:2]([CH3:3])[CH3:1])[N:12]=[C:13]([O:5][N:4]=[C:2]([CH3:3])[CH3:1])[N:6]=1)([CH3:3])[CH3:1].